The task is: Predict the product of the given reaction.. This data is from Forward reaction prediction with 1.9M reactions from USPTO patents (1976-2016). (1) The product is: [C:49]([NH:1][CH2:2][CH2:3][O:4][C:5](=[O:26])[C@H:6]([NH:14][C:15]([CH:17]1[CH2:22][CH2:21][CH:20]([CH:23]([CH3:24])[CH3:25])[CH2:19][CH2:18]1)=[O:16])[CH2:7][C:8]1[CH:13]=[CH:12][CH:11]=[CH:10][CH:9]=1)(=[O:69])[CH2:50][CH2:51][CH2:52]/[CH:53]=[CH:54]\[CH2:55]/[CH:56]=[CH:57]\[CH2:58]/[CH:59]=[CH:60]\[CH2:61]/[CH:62]=[CH:63]\[CH2:64]/[CH:65]=[CH:66]\[CH2:67][CH3:68]. Given the reactants [NH2:1][CH2:2][CH2:3][O:4][C:5](=[O:26])[C@H:6]([NH:14][C:15]([CH:17]1[CH2:22][CH2:21][CH:20]([CH:23]([CH3:25])[CH3:24])[CH2:19][CH2:18]1)=[O:16])[CH2:7][C:8]1[CH:13]=[CH:12][CH:11]=[CH:10][CH:9]=1.CCN=C=NCCCN(C)C.Cl.C1C=CC2N(O)N=NC=2C=1.[C:49](O)(=[O:69])[CH2:50][CH2:51][CH2:52]/[CH:53]=[CH:54]\[CH2:55]/[CH:56]=[CH:57]\[CH2:58]/[CH:59]=[CH:60]\[CH2:61]/[CH:62]=[CH:63]\[CH2:64]/[CH:65]=[CH:66]\[CH2:67][CH3:68], predict the reaction product. (2) Given the reactants [H-].C([Al+]CC(C)C)C(C)C.C([O:13][C:14]([C:16]1[S:41][C:19]2[N:20]=[C:21]([NH2:40])[N:22]=[C:23]([C:24]3[CH:29]=[C:28]([O:30][CH2:31][CH2:32][N:33]([CH2:36][CH3:37])[CH2:34][CH3:35])[C:27]([Cl:38])=[CH:26][C:25]=3[Cl:39])[C:18]=2[CH:17]=1)=O)C.C(=O)=O.CC(C)=O.CO, predict the reaction product. The product is: [NH2:40][C:21]1[N:22]=[C:23]([C:24]2[CH:29]=[C:28]([O:30][CH2:31][CH2:32][N:33]([CH2:34][CH3:35])[CH2:36][CH3:37])[C:27]([Cl:38])=[CH:26][C:25]=2[Cl:39])[C:18]2[CH:17]=[C:16]([CH2:14][OH:13])[S:41][C:19]=2[N:20]=1. (3) Given the reactants [C:1]([O:5][C:6]([NH:8][C@H:9]([C:22]([O:24][CH:25]1[CH2:29][CH2:28][CH2:27][CH2:26]1)=[O:23])[CH2:10][CH2:11][C:12]([O:14][CH2:15][C:16]1[CH:21]=[CH:20][CH:19]=[CH:18][CH:17]=1)=[O:13])=[O:7])([CH3:4])([CH3:3])[CH3:2].[C:30](O[C:30]([O:32][C:33]([CH3:36])([CH3:35])[CH3:34])=[O:31])([O:32][C:33]([CH3:36])([CH3:35])[CH3:34])=[O:31], predict the reaction product. The product is: [C:1]([O:5][C:6]([N:8]([C:30]([O:32][C:33]([CH3:36])([CH3:35])[CH3:34])=[O:31])[C@H:9]([C:22]([O:24][CH:25]1[CH2:26][CH2:27][CH2:28][CH2:29]1)=[O:23])[CH2:10][CH2:11][C:12]([O:14][CH2:15][C:16]1[CH:21]=[CH:20][CH:19]=[CH:18][CH:17]=1)=[O:13])=[O:7])([CH3:4])([CH3:2])[CH3:3]. (4) Given the reactants [PH4+].C[Si]([N-][Si](C)(C)C)(C)C.[Li+].[CH:12]([C@H:14]1[N:19]([C:20]([O:22][C:23]([CH3:26])([CH3:25])[CH3:24])=[O:21])[CH2:18][C@@H:17]([CH2:27][CH2:28][C:29]2[CH:34]=[CH:33][CH:32]=[CH:31][C:30]=2[NH:35][C:36](=[O:56])[C@H:37]([CH:43]([C:50]2[CH:55]=[CH:54][CH:53]=[CH:52][CH:51]=2)C2C=CC=CC=2)[NH:38][C:39]([O:41][CH3:42])=[O:40])[O:16][CH2:15]1)=O, predict the reaction product. The product is: [CH3:42][O:41][C:39]([NH:38][C@H:37]([C:36]([NH:35][C:30]1[CH:31]=[CH:32][CH:33]=[CH:34][C:29]=1[CH2:28][CH2:27][C@H:17]1[O:16][CH2:15][C@@H:14](/[CH:12]=[CH:27]\[CH2:28][C:29]2[CH:34]=[CH:33][CH:32]=[CH:31][CH:30]=2)[N:19]([C:20]([O:22][C:23]([CH3:26])([CH3:25])[CH3:24])=[O:21])[CH2:18]1)=[O:56])[CH:43]([C:53]1[CH:52]=[CH:51][CH:50]=[CH:55][CH:54]=1)[C:50]1[CH:51]=[CH:52][CH:53]=[CH:54][CH:55]=1)=[O:40].